Dataset: Catalyst prediction with 721,799 reactions and 888 catalyst types from USPTO. Task: Predict which catalyst facilitates the given reaction. (1) Reactant: [F:1][C@H:2]1[C@@H:7]([O:8][C:9]2[CH:16]=[CH:15][C:14]([C:17]3[N:22]=[C:21]([NH:23][C:24]4[CH:29]=[CH:28][C:27]([N:30]5[CH2:35][CH2:34][N:33]([CH:36]6[CH2:39][O:38][CH2:37]6)[CH2:32][CH2:31]5)=[C:26]([O:40][CH3:41])[CH:25]=4)[N:20]=[CH:19][N:18]=3)=[CH:13][C:10]=2[C:11]#[N:12])[CH2:6][CH2:5][NH:4][CH2:3]1.[OH:42][CH2:43][CH2:44][C:45](O)=[O:46].C(N(CC)C(C)C)(C)C.CN(C(ON1N=NC2C=CC=NC1=2)=[N+](C)C)C.F[P-](F)(F)(F)(F)F. Product: [F:1][C@H:2]1[C@@H:7]([O:8][C:9]2[CH:16]=[CH:15][C:14]([C:17]3[N:22]=[C:21]([NH:23][C:24]4[CH:29]=[CH:28][C:27]([N:30]5[CH2:35][CH2:34][N:33]([CH:36]6[CH2:39][O:38][CH2:37]6)[CH2:32][CH2:31]5)=[C:26]([O:40][CH3:41])[CH:25]=4)[N:20]=[CH:19][N:18]=3)=[CH:13][C:10]=2[C:11]#[N:12])[CH2:6][CH2:5][N:4]([C:43](=[O:42])[CH2:44][CH2:45][OH:46])[CH2:3]1. The catalyst class is: 9. (2) Reactant: [CH2:1]([CH2:3][NH2:4])[OH:2].C([O-])([O-])=O.[Na+].[Na+].[N+:11]([C:14]1[CH:19]=[CH:18][CH:17]=[CH:16][C:15]=1[S:20](Cl)(=[O:22])=[O:21])([O-:13])=[O:12].C(Cl)Cl. Product: [OH:2][CH2:1][CH2:3][NH:4][S:20]([C:15]1[CH:16]=[CH:17][CH:18]=[CH:19][C:14]=1[N+:11]([O-:13])=[O:12])(=[O:21])=[O:22]. The catalyst class is: 84. (3) Reactant: [CH2:1]([O:8][C:9]1[CH:24]=[CH:23][C:22]([C:25]2[O:26][C:27]3[C:32]([C:33](=[O:43])[C:34]=2[O:35][CH2:36][C:37]2[CH:42]=[CH:41][CH:40]=[CH:39][CH:38]=2)=[C:31]([OH:44])[CH:30]=[C:29]([O:45][CH2:46][C:47]2[CH:52]=[CH:51][CH:50]=[CH:49][CH:48]=2)[CH:28]=3)=[CH:21][C:10]=1[O:11][CH2:12][P:13](=[O:20])([O:17]CC)[O:14]CC)[C:2]1[CH:7]=[CH:6][CH:5]=[CH:4][CH:3]=1.Br[Si](C)(C)C.CO. Product: [CH2:1]([O:8][C:9]1[CH:24]=[CH:23][C:22]([C:25]2[O:26][C:27]3[C:32]([C:33](=[O:43])[C:34]=2[O:35][CH2:36][C:37]2[CH:42]=[CH:41][CH:40]=[CH:39][CH:38]=2)=[C:31]([OH:44])[CH:30]=[C:29]([O:45][CH2:46][C:47]2[CH:52]=[CH:51][CH:50]=[CH:49][CH:48]=2)[CH:28]=3)=[CH:21][C:10]=1[O:11][CH2:12][P:13](=[O:14])([OH:17])[OH:20])[C:2]1[CH:3]=[CH:4][CH:5]=[CH:6][CH:7]=1. The catalyst class is: 22.